The task is: Predict the product of the given reaction.. This data is from Forward reaction prediction with 1.9M reactions from USPTO patents (1976-2016). Given the reactants [CH3:1][C:2]1[N:3]=[C:4]([NH:7][C:8]2[C:13]([OH:14])=[CH:12][CH:11]=[CH:10][N:9]=2)[S:5][CH:6]=1.C(=O)([O-])[O-].[K+].[K+].Br[CH2:22][C:23]1[CH:32]=[CH:31][CH:30]=[C:29]2[C:24]=1[N:25]=[CH:26][CH:27]=[N:28]2.[ClH:33], predict the reaction product. The product is: [ClH:33].[CH3:1][C:2]1[N:3]=[C:4]([NH:7][C:8]2[C:13]([O:14][CH2:22][C:23]3[CH:32]=[CH:31][CH:30]=[C:29]4[C:24]=3[N:25]=[CH:26][CH:27]=[N:28]4)=[CH:12][CH:11]=[CH:10][N:9]=2)[S:5][CH:6]=1.